Dataset: Forward reaction prediction with 1.9M reactions from USPTO patents (1976-2016). Task: Predict the product of the given reaction. (1) Given the reactants [CH2:1]([O:3][C:4](=[O:24])[CH2:5][CH:6]1[O:10][B:9]([OH:11])[C:8]2[CH:12]=[C:13]([O:17][C:18]3[CH:23]=[N:22][CH:21]=[CH:20][N:19]=3)[CH:14]=[C:15]([OH:16])[C:7]1=2)[CH3:2].[C:25]([O:29][C:30](=[O:36])[NH:31][CH2:32][CH2:33][CH2:34]Br)([CH3:28])([CH3:27])[CH3:26].C(=O)([O-])[O-].[K+].[K+], predict the reaction product. The product is: [CH2:1]([O:3][C:4](=[O:24])[CH2:5][CH:6]1[O:10][B:9]([OH:11])[C:8]2[CH:12]=[C:13]([O:17][C:18]3[CH:23]=[N:22][CH:21]=[CH:20][N:19]=3)[CH:14]=[C:15]([O:16][CH2:34][CH2:33][CH2:32][NH:31][C:30]([O:29][C:25]([CH3:26])([CH3:28])[CH3:27])=[O:36])[C:7]1=2)[CH3:2]. (2) Given the reactants [S:1]1[C:5]2[CH:6]=[CH:7][CH:8]=[CH:9][C:4]=2[N:3]=[C:2]1[CH2:10][CH:11]([NH:17]C(=O)OC(C)(C)C)[C:12]([N:14]([CH3:16])[CH3:15])=[O:13].O1CCOCC1.Cl, predict the reaction product. The product is: [NH2:17][CH:11]([CH2:10][C:2]1[S:1][C:5]2[CH:6]=[CH:7][CH:8]=[CH:9][C:4]=2[N:3]=1)[C:12]([N:14]([CH3:15])[CH3:16])=[O:13]. (3) Given the reactants [Cl:1][C:2]1[C:11]2[C:6](=[CH:7][CH:8]=[CH:9][CH:10]=2)[C:5]([OH:12])=[C:4]([C:13](=[O:15])[CH3:14])[N:3]=1.C(N(CC)C(C)C)(C)C.[F:25][C:26]([F:39])([F:38])[S:27](O[S:27]([C:26]([F:39])([F:38])[F:25])(=[O:29])=[O:28])(=[O:29])=[O:28], predict the reaction product. The product is: [F:25][C:26]([F:39])([F:38])[S:27]([O:12][C:5]1[C:6]2[C:11](=[CH:10][CH:9]=[CH:8][CH:7]=2)[C:2]([Cl:1])=[N:3][C:4]=1[C:13](=[O:15])[CH3:14])(=[O:29])=[O:28]. (4) Given the reactants [C:1]([O:5][C:6]([NH:8][C@H:9]([CH2:29][C:30]1[CH:35]=[C:34]([F:36])[C:33]([F:37])=[CH:32][C:31]=1[F:38])[CH2:10][C:11]([N:13]1[CH2:18][CH2:17][N:16]2[C:19]([C:25]([F:28])([F:27])[F:26])=[N:20][C:21]([C:22](O)=[O:23])=[C:15]2[CH2:14]1)=[O:12])=[O:7])([CH3:4])([CH3:3])[CH3:2].[NH2:39][C:40]1[CH:45]=[CH:44][CH:43]=[CH:42][N:41]=1.C(N(CC)CC)C.O=C1N(P(Cl)(N2CCOC2=O)=O)CCO1, predict the reaction product. The product is: [C:1]([O:5][C:6](=[O:7])[NH:8][C@H:9]([CH2:29][C:30]1[CH:35]=[C:34]([F:36])[C:33]([F:37])=[CH:32][C:31]=1[F:38])[CH2:10][C:11](=[O:12])[N:13]1[CH2:18][CH2:17][N:16]2[C:19]([C:25]([F:28])([F:27])[F:26])=[N:20][C:21]([C:22](=[O:23])[NH:39][C:40]3[CH:45]=[CH:44][CH:43]=[CH:42][N:41]=3)=[C:15]2[CH2:14]1)([CH3:4])([CH3:2])[CH3:3]. (5) Given the reactants [Br:1][C:2]1[CH:3]=[C:4]2[C:9](=[CH:10][CH:11]=1)[N:8]=[CH:7][C:6](I)=[C:5]2[Cl:13].[O:14]1[C:18]2[CH:19]=[CH:20][C:21](B(O)O)=[CH:22][C:17]=2[O:16]N1.[C:26](=O)([O-])[O-].[K+].[K+], predict the reaction product. The product is: [O:14]1[C:18]2[CH:19]=[CH:20][C:21]([C:6]3[CH:7]=[N:8][C:9]4[C:4]([C:5]=3[Cl:13])=[CH:3][C:2]([Br:1])=[CH:11][CH:10]=4)=[CH:22][C:17]=2[O:16][CH2:26]1. (6) Given the reactants [C:1]1([CH2:7][C@@H:8]([NH:15][C:16](=O)[CH2:17]Cl)[CH2:9][NH:10][C:11](=O)[CH2:12][Cl:13])[CH:6]=[CH:5][CH:4]=[CH:3][CH:2]=1, predict the reaction product. The product is: [CH2:7]([CH:8]1[NH:15][CH2:16][CH2:17][N:10]([CH2:11][CH2:12][Cl:13])[CH2:9]1)[C:1]1[CH:6]=[CH:5][CH:4]=[CH:3][CH:2]=1. (7) The product is: [Cl:30][C:17]1[C:18]([S:20]([C:23]2[CH:28]=[CH:27][C:26]([Cl:29])=[CH:25][CH:24]=2)(=[O:22])=[O:21])=[CH:19][C:13]2[N:12]=[C:11]([N:9]3[CH:10]=[C:6]([C:4]([OH:5])=[O:3])[CH:7]=[N:8]3)[NH:15][C:14]=2[CH:16]=1. Given the reactants C([O:3][C:4]([C:6]1[CH:7]=[N:8][N:9]([C:11]2[NH:15][C:14]3[CH:16]=[C:17]([Cl:30])[C:18]([S:20]([C:23]4[CH:28]=[CH:27][C:26]([Cl:29])=[CH:25][CH:24]=4)(=[O:22])=[O:21])=[CH:19][C:13]=3[N:12]=2)[CH:10]=1)=[O:5])C.C1COCC1.O[Li].O, predict the reaction product.